Dataset: Full USPTO retrosynthesis dataset with 1.9M reactions from patents (1976-2016). Task: Predict the reactants needed to synthesize the given product. (1) Given the product [CH2:1]1[CH2:10][O:9][C:8]2[CH:7]=[CH:6][C:5]([NH:11][C:12]3[N:17]=[C:16]([NH:18][C:19]4[CH:24]=[CH:23][C:22]5[O:25][CH2:26][CH2:27][O:28][C:21]=5[CH:20]=4)[CH:15]=[C:14]([C:37]4[CH:38]=[CH:39][CH:40]=[CH:41][CH:42]=4)[N:13]=3)=[CH:4][C:3]=2[O:2]1, predict the reactants needed to synthesize it. The reactants are: [CH2:1]1[CH2:10][O:9][C:8]2[CH:7]=[CH:6][C:5]([NH:11][C:12]3[N:17]=[C:16]([NH:18][C:19]4[CH:24]=[CH:23][C:22]5[O:25][CH2:26][CH2:27][O:28][C:21]=5[CH:20]=4)[C:15](C4C=CC=CC=4)=[CH:14][N:13]=3)=[CH:4][C:3]=2[O:2]1.C1CO[C:42]2[CH:41]=[CH:40][C:39](NC3N=C(N[C:37]4[CH:42]=[CH:41][C:40]5OCCO[C:39]=5[CH:38]=4)C=C(Cl)N=3)=[CH:38][C:37]=2O1.C1(B(O)O)C=CC=CC=1. (2) Given the product [OH:1][C:2]1[CH:3]=[CH:4][C:5]([CH:8]2[CH:17]([C:18]3[CH:23]=[CH:22][C:21]([O:24][CH3:25])=[CH:20][CH:19]=3)[C:16]3[C:11](=[C:12]([CH3:27])[C:13]([OH:26])=[CH:14][CH:15]=3)[O:10][CH2:9]2)=[CH:6][CH:7]=1, predict the reactants needed to synthesize it. The reactants are: [OH:1][C:2]1[CH:7]=[CH:6][C:5]([C:8]2[CH2:9][O:10][C:11]3[C:16]([C:17]=2[C:18]2[CH:23]=[CH:22][C:21]([O:24][CH3:25])=[CH:20][CH:19]=2)=[CH:15][CH:14]=[C:13]([OH:26])[CH:12]=3)=[CH:4][CH:3]=1.[CH2:27](O)C. (3) Given the product [F:1][C:2]1[CH:3]=[C:4]2[C:9](=[CH:10][C:11]=1[F:12])[N:8]=[C:7]([CH2:13][O:14][C:15]1[CH:16]=[CH:17][C:18]3[O:28][CH2:27][C:22]4=[N:23][CH:24]=[CH:25][CH:26]=[C:21]4[CH:20]([S:38][CH2:39][CH2:40][C:41]([OH:43])=[O:42])[C:19]=3[CH:30]=1)[CH:6]=[CH:5]2, predict the reactants needed to synthesize it. The reactants are: [F:1][C:2]1[CH:3]=[C:4]2[C:9](=[CH:10][C:11]=1[F:12])[N:8]=[C:7]([CH2:13][O:14][C:15]1[CH:16]=[CH:17][C:18]3[O:28][CH2:27][C:22]4=[N:23][CH:24]=[CH:25][CH:26]=[C:21]4[CH:20](O)[C:19]=3[CH:30]=1)[CH:6]=[CH:5]2.FC(F)(F)C(O)=O.[SH:38][CH2:39][CH2:40][C:41]([OH:43])=[O:42].O. (4) The reactants are: [CH2:1]([C:3]1[C:4]([NH:11][C@@H:12]2[C:20]3[C:15](=[CH:16][CH:17]=[CH:18][CH:19]=3)[CH2:14][C@@H:13]2[OH:21])=[N:5][C:6]([CH2:9][CH3:10])=[CH:7][N:8]=1)[CH3:2].Cl[C:23]1C(C2CC2)=NC=C(CC)N=1. Given the product [CH:1]1([C:3]2[C:4]([NH:11][C@@H:12]3[C:20]4[C:15](=[CH:16][CH:17]=[CH:18][CH:19]=4)[CH2:14][C@@H:13]3[OH:21])=[N:5][C:6]([CH2:9][CH3:10])=[CH:7][N:8]=2)[CH2:23][CH2:2]1, predict the reactants needed to synthesize it. (5) Given the product [F:47][C:44]([F:45])([F:46])[C:41]1[CH:42]=[CH:43][C:38]([C:24]([CH:25]2[CH2:26][CH2:27][N:28]([C:31]([O:33][C:34]([CH3:36])([CH3:37])[CH3:35])=[O:32])[CH2:29][CH2:30]2)=[O:23])=[CH:39][N:40]=1, predict the reactants needed to synthesize it. The reactants are: CC(OI1(OC(C)=O)(OC(C)=O)OC(=O)C2C=CC=CC1=2)=O.[OH:23][CH:24]([C:38]1[CH:39]=[N:40][C:41]([C:44]([F:47])([F:46])[F:45])=[CH:42][CH:43]=1)[CH:25]1[CH2:30][CH2:29][N:28]([C:31]([O:33][C:34]([CH3:37])([CH3:36])[CH3:35])=[O:32])[CH2:27][CH2:26]1. (6) Given the product [CH3:40][C:35]1[C:34]([C:32]2[N:33]=[C:28]([C:24]3[CH:25]=[CH:26][CH:27]=[C:22]([O:21][CH2:20][CH:9]([OH:8])[CH2:10][NH:11][CH3:12])[CH:23]=3)[N:29]=[C:30]([C:41]([NH:42][CH2:43][CH:44]3[CH2:45][CH2:46][O:47][CH2:48][CH2:49]3)=[O:50])[CH:31]=2)=[C:38]([CH3:39])[O:37][N:36]=1.[CH:12]([OH:18])=[O:13], predict the reactants needed to synthesize it. The reactants are: [Si]([O:8][CH:9]([CH2:20][O:21][C:22]1[CH:27]=[CH:26][CH:25]=[C:24]([C:28]2[N:33]=[C:32]([C:34]3[C:35]([CH3:40])=[N:36][O:37][C:38]=3[CH3:39])[CH:31]=[C:30]([C:41](=[O:50])[NH:42][CH2:43][CH:44]3[CH2:49][CH2:48][O:47][CH2:46][CH2:45]3)[N:29]=2)[CH:23]=1)[CH2:10][N:11](C)[C:12](=[O:18])[O:13]C(C)(C)C)(C(C)(C)C)(C)C.Cl.